This data is from Forward reaction prediction with 1.9M reactions from USPTO patents (1976-2016). The task is: Predict the product of the given reaction. (1) Given the reactants [CH3:1][N:2]([CH3:11])[C:3]1[CH:10]=[CH:9][C:6]([CH:7]=O)=[CH:5][CH:4]=1.[CH:12]([C:15]1[CH:21]=[CH:20][C:18]([NH2:19])=[CH:17][CH:16]=1)([CH3:14])[CH3:13], predict the reaction product. The product is: [CH3:1][N:2]([CH3:11])[C:3]1[CH:10]=[CH:9][C:6]([CH2:7][NH:19][C:18]2[CH:20]=[CH:21][C:15]([CH:12]([CH3:14])[CH3:13])=[CH:16][CH:17]=2)=[CH:5][CH:4]=1. (2) Given the reactants [C:1]([O:5][C:6]([N:8]1[CH2:15][CH2:14][CH:13]([C:16]2[CH:21]=[CH:20][CH:19]=[CH:18][CH:17]=2)[CH:9]1[C:10](O)=[O:11])=[O:7])([CH3:4])([CH3:3])[CH3:2].[C:22]([O:26][C:27]([NH:29][CH2:30][C:31]1[CH:45]=[CH:44][C:43]([Cl:46])=[CH:42][C:32]=1[CH2:33][NH:34][C:35](=[O:41])[C@@H:36]1[CH2:40][CH2:39][CH2:38][NH:37]1)=[O:28])([CH3:25])([CH3:24])[CH3:23], predict the reaction product. The product is: [O:5]([C:6]([N:8]1[CH2:15][CH2:14][CH:13]([C:16]2[CH:17]=[CH:18][CH:19]=[CH:20][CH:21]=2)[C@H:9]1[C:10]([N:37]1[CH2:38][CH2:39][CH2:40][C@H:36]1[C:35]([NH:34][CH2:33][C:32]1[CH:42]=[C:43]([Cl:46])[CH:44]=[CH:45][C:31]=1[CH2:30][NH:29][C:27]([O:26][C:22]([CH3:25])([CH3:23])[CH3:24])=[O:28])=[O:41])=[O:11])=[O:7])[C:1]([CH3:4])([CH3:2])[CH3:3]. (3) Given the reactants Br[CH2:2][CH2:3][CH2:4]Br.[Cl:6][C:7]1[N:12]=[C:11]([N:13]2[CH2:18][CH2:17][O:16][CH2:15][C@H:14]2[CH3:19])[CH:10]=[C:9]([CH2:20][S:21]([CH3:24])(=[O:23])=[O:22])[N:8]=1.[OH-].[Na+], predict the reaction product. The product is: [Cl:6][C:7]1[N:12]=[C:11]([N:13]2[CH2:18][CH2:17][O:16][CH2:15][C@H:14]2[CH3:19])[CH:10]=[C:9]([C:20]2([S:21]([CH3:24])(=[O:23])=[O:22])[CH2:4][CH2:3][CH2:2]2)[N:8]=1. (4) Given the reactants [C:1]12([CH2:13][CH:12]([NH2:14])[C:11]3[C:6](=[CH:7][CH:8]=[CH:9][CH:10]=3)[O:5]1)[CH2:4][CH2:3][CH2:2]2.[CH:15]1([O:20][C:21]2[C:26]([O:27][CH3:28])=[CH:25][CH:24]=[CH:23][C:22]=2[CH2:29][CH2:30][CH2:31][C:32]([OH:34])=O)[CH2:19][CH2:18][CH2:17][CH2:16]1.CCN=C=NCCCN(C)C.[ClH:46].C1C=CC2N(O)N=NC=2C=1.C(N(CC)CC)C, predict the reaction product. The product is: [Cl:46][C:7]1[CH:8]=[CH:9][CH:10]=[C:11]2[C:6]=1[O:5][C:1]1([CH2:4][CH2:3][CH2:2]1)[CH2:13][C@H:12]2[NH:14][C:32](=[O:34])[CH2:31][CH2:30][CH2:29][C:22]1[CH:23]=[CH:24][CH:25]=[C:26]([O:27][CH3:28])[C:21]=1[O:20][CH:15]1[CH2:19][CH2:18][CH2:17][CH2:16]1.